From a dataset of Full USPTO retrosynthesis dataset with 1.9M reactions from patents (1976-2016). Predict the reactants needed to synthesize the given product. (1) Given the product [S:1]1[CH:5]=[CH:4][C:3]([CH2:6][C:7]2[O:11][N:10]=[C:9]([C:12]([OH:14])=[O:13])[CH:8]=2)=[CH:2]1, predict the reactants needed to synthesize it. The reactants are: [S:1]1[CH:5]=[CH:4][C:3]([CH2:6][C:7]2[O:11][N:10]=[C:9]([C:12]([O:14]CC)=[O:13])[CH:8]=2)=[CH:2]1.C(O)C.[OH-].[Na+]. (2) Given the product [CH2:1]([O:3][C:4]([C:6]1[C:11](=[O:12])[NH:10][C:9]2[N:13]([CH:16]([CH3:18])[CH3:17])[N:14]=[CH:15][C:8]=2[C:7]=1[N:20]1[CH2:25][CH2:24][O:23][CH2:22][CH2:21]1)=[O:5])[CH3:2], predict the reactants needed to synthesize it. The reactants are: [CH2:1]([O:3][C:4]([C:6]1[C:11](=[O:12])[NH:10][C:9]2[N:13]([CH:16]([CH3:18])[CH3:17])[N:14]=[CH:15][C:8]=2[C:7]=1Cl)=[O:5])[CH3:2].[NH:20]1[CH2:25][CH2:24][O:23][CH2:22][CH2:21]1. (3) Given the product [C:44]([Si:31]([C:32]1[CH:37]=[CH:36][CH:35]=[CH:34][CH:33]=1)([C:38]1[CH:43]=[CH:42][CH:41]=[CH:40][CH:39]=1)[O:30][CH:27]1[CH2:28][CH2:29][CH:24]([CH:21]2[CH2:22][CH2:23][N:19]([CH2:18][C:14]3[C:15]([Cl:17])=[CH:16][C:11]([C:8]4[CH:7]=[CH:6][C:5]([C:3]([OH:4])=[O:2])=[CH:10][CH:9]=4)=[CH:12][C:13]=3[Cl:49])[C:20]2=[O:48])[CH2:25][CH2:26]1)([CH3:47])([CH3:45])[CH3:46], predict the reactants needed to synthesize it. The reactants are: C[O:2][C:3]([C:5]1[CH:10]=[CH:9][C:8]([C:11]2[CH:16]=[C:15]([Cl:17])[C:14]([CH2:18][N:19]3[CH2:23][CH2:22][CH:21]([CH:24]4[CH2:29][CH2:28][CH:27]([O:30][Si:31]([C:44]([CH3:47])([CH3:46])[CH3:45])([C:38]5[CH:43]=[CH:42][CH:41]=[CH:40][CH:39]=5)[C:32]5[CH:37]=[CH:36][CH:35]=[CH:34][CH:33]=5)[CH2:26][CH2:25]4)[C:20]3=[O:48])=[C:13]([Cl:49])[CH:12]=2)=[CH:7][CH:6]=1)=[O:4].[Li+].[OH-]. (4) Given the product [CH3:36][N:23]([C@@H:4]([CH2:3][CH:2]([CH3:31])[CH3:1])[CH2:5][O:6][C:7]1[CH:8]=[CH:9][C:10]2[C:19]3[C:14](=[CH:15][N:16]=[CH:17][CH:18]=3)[C:13](=[O:20])[N:12]([CH3:21])[C:11]=2[CH:22]=1)[C:24](=[O:30])[O:25][C:26]([CH3:29])([CH3:28])[CH3:27], predict the reactants needed to synthesize it. The reactants are: [CH3:1][CH:2]([CH3:31])[CH2:3][C@H:4]([NH:23][C:24](=[O:30])[O:25][C:26]([CH3:29])([CH3:28])[CH3:27])[CH2:5][O:6][C:7]1[CH:8]=[CH:9][C:10]2[C:19]3[C:14](=[CH:15][N:16]=[CH:17][CH:18]=3)[C:13](=[O:20])[N:12]([CH3:21])[C:11]=2[CH:22]=1.[H-].[Na+].CI.[C:36](OCC)(=O)C. (5) Given the product [CH3:16][N:17]([CH3:18])[C:12]([CH:10]1[CH2:11][N:8]([C:6]([O:5][C:1]([CH3:4])([CH3:3])[CH3:2])=[O:7])[CH2:9]1)=[O:14], predict the reactants needed to synthesize it. The reactants are: [C:1]([O:5][C:6]([N:8]1[CH2:11][CH:10]([C:12]([OH:14])=O)[CH2:9]1)=[O:7])([CH3:4])([CH3:3])[CH3:2].Cl.[CH3:16][NH:17][CH3:18].Cl.CN(C)CCCN=C=NCC.O.ON1C2C=CC=CC=2N=N1.